This data is from Reaction yield outcomes from USPTO patents with 853,638 reactions. The task is: Predict the reaction yield, written as a fraction of the theoretical maximum amount of product (1.0 means a 100% yield; for example, 0.34 means a 34% yield). (1) The reactants are [S:1]1[C:5]([C:6]23[CH2:13][N:12]([C:14]([O:16][C:17]([CH3:20])([CH3:19])[CH3:18])=[O:15])[CH2:11][CH:10]2[CH2:9][O:8][NH:7]3)=[CH:4][CH:3]=[N:2]1.C(O)(=O)C. The catalyst is C(OCC)(=O)C.[Zn]. The product is [NH2:7][C:6]1([C:5]2[S:1][N:2]=[CH:3][CH:4]=2)[CH:10]([CH2:9][OH:8])[CH2:11][N:12]([C:14]([O:16][C:17]([CH3:19])([CH3:20])[CH3:18])=[O:15])[CH2:13]1. The yield is 0.651. (2) The reactants are [N:1]1[C:8]([Cl:9])=[N:7][C:5](Cl)=[N:4][C:2]=1[Cl:3].[NH:10]1[CH2:15][CH2:14][O:13][CH2:12][CH2:11]1.CCN(CC)CC. The catalyst is C(Cl)Cl. The product is [Cl:9][C:8]1[N:1]=[C:2]([Cl:3])[N:4]=[C:5]([N:10]2[CH2:15][CH2:14][O:13][CH2:12][CH2:11]2)[N:7]=1. The yield is 0.950. (3) The reactants are [S:1]1[CH:5]=[CH:4][CH:3]=[N:2]1.C([Li])CCC.[CH2:11]([Sn:15]([CH2:21][CH2:22][CH2:23][CH3:24])([CH2:17][CH2:18][CH2:19][CH3:20])Cl)[CH2:12][CH2:13][CH3:14].C(=O)(O)[O-].[Na+]. The catalyst is C1COCC1. The product is [CH2:21]([Sn:15]([CH2:11][CH2:12][CH2:13][CH3:14])([CH2:17][CH2:18][CH2:19][CH3:20])[C:5]1[S:1][N:2]=[CH:3][CH:4]=1)[CH2:22][CH2:23][CH3:24]. The yield is 0.320. (4) The reactants are [OH:1][C:2]1[CH:7]=[CH:6][C:5](B(O)O)=[CH:4][CH:3]=1.Br[C:12]1[CH:13]=[CH:14][C:15]([S:18]([CH3:21])(=[O:20])=[O:19])=[N:16][CH:17]=1.C([O-])([O-])=O.[Na+].[Na+]. The catalyst is COCCOC.C1C=CC([P]([Pd]([P](C2C=CC=CC=2)(C2C=CC=CC=2)C2C=CC=CC=2)([P](C2C=CC=CC=2)(C2C=CC=CC=2)C2C=CC=CC=2)[P](C2C=CC=CC=2)(C2C=CC=CC=2)C2C=CC=CC=2)(C2C=CC=CC=2)C2C=CC=CC=2)=CC=1. The product is [CH3:21][S:18]([C:15]1[N:16]=[CH:17][C:12]([C:5]2[CH:6]=[CH:7][C:2]([OH:1])=[CH:3][CH:4]=2)=[CH:13][CH:14]=1)(=[O:20])=[O:19]. The yield is 0.790. (5) The reactants are CO[C:3](=[O:14])[C:4]1[C:9]([Cl:10])=[CH:8][C:7]([Cl:11])=[CH:6][C:5]=1[CH2:12]Br.[Cl:15][C:16]1[CH:21]=[CH:20][C:19]([C@@H:22]([NH2:24])[CH3:23])=[CH:18][CH:17]=1.C([O-])([O-])=O.[K+].[K+].C(OCC)(=O)C. The catalyst is C1(C)C=CC=CC=1.CCCCCC. The product is [Cl:11][C:7]1[CH:6]=[C:5]2[C:4](=[C:9]([Cl:10])[CH:8]=1)[C:3](=[O:14])[N:24]([C@H:22]([C:19]1[CH:20]=[CH:21][C:16]([Cl:15])=[CH:17][CH:18]=1)[CH3:23])[CH2:12]2. The yield is 0.350. (6) The reactants are [CH3:1][O:2][C:3](=[O:16])[C:4]1[CH:9]=[C:8](Cl)[N:7]=[C:6]([NH:11][C@H:12]([CH2:14][CH3:15])[CH3:13])[CH:5]=1.[F:17][C:18]1[CH:23]=[CH:22][CH:21]=[CH:20][C:19]=1B(O)O.C(=O)([O-])[O-].[K+].[K+]. The catalyst is C1C=CC(/C=C/C(/C=C/C2C=CC=CC=2)=O)=CC=1.C1C=CC(/C=C/C(/C=C/C2C=CC=CC=2)=O)=CC=1.C1C=CC(/C=C/C(/C=C/C2C=CC=CC=2)=O)=CC=1.[Pd].[Pd].O1CCOCC1. The product is [CH3:1][O:2][C:3](=[O:16])[C:4]1[CH:9]=[C:8]([C:19]2[CH:20]=[CH:21][CH:22]=[CH:23][C:18]=2[F:17])[N:7]=[C:6]([NH:11][C@H:12]([CH2:14][CH3:15])[CH3:13])[CH:5]=1. The yield is 0.750. (7) The reactants are C[Mg+].[Br-].[NH:4]1[C:12]2[C:7](=[CH:8][CH:9]=[CH:10][CH:11]=2)[CH:6]=[CH:5]1.[Cl:13][C:14]1[N:19]=[C:18](Cl)[C:17]([CH3:21])=[CH:16][N:15]=1.C(O)(=O)C. The catalyst is C1COCC1.O. The product is [Cl:13][C:14]1[N:19]=[C:18]([C:6]2[C:7]3[C:12](=[CH:11][CH:10]=[CH:9][CH:8]=3)[NH:4][CH:5]=2)[C:17]([CH3:21])=[CH:16][N:15]=1. The yield is 0.500. (8) The reactants are [CH2:1]([O:3][C:4]([C:6]1[S:7][C:8](S(C)(=O)=O)=[C:9]2[C:14](=[O:15])[CH2:13][CH2:12][CH2:11][C:10]=12)=[O:5])[CH3:2].[C:20]1([OH:26])[CH:25]=[CH:24][CH:23]=[CH:22][CH:21]=1.[H-].[Na+].C(O)(=O)CC(CC(O)=O)(C(O)=O)O. The catalyst is O1CCCC1. The product is [CH2:1]([O:3][C:4]([C:6]1[S:7][C:8]([O:26][C:20]2[CH:25]=[CH:24][CH:23]=[CH:22][CH:21]=2)=[C:9]2[C:14](=[O:15])[CH2:13][CH2:12][CH2:11][C:10]=12)=[O:5])[CH3:2]. The yield is 0.800.